Dataset: Catalyst prediction with 721,799 reactions and 888 catalyst types from USPTO. Task: Predict which catalyst facilitates the given reaction. (1) Reactant: [CH3:1][C@H:2]([NH:7][C:8]([C:10]1[C:18]2[C:13](=[N:14][CH:15]=[C:16]([C:19]3[S:23][C:22]([C:24]([OH:26])=O)=[CH:21][CH:20]=3)[N:17]=2)[N:12]([CH2:27][O:28][CH2:29][CH2:30][Si:31]([CH3:34])([CH3:33])[CH3:32])[CH:11]=1)=[O:9])[C:3]([CH3:6])([CH3:5])[CH3:4].F[B-](F)(F)F.N1(OC(N(C)C)=[N+](C)C)C2C=CC=CC=2N=N1.C(N(CC)C(C)C)(C)C.Cl.[O:67]1[CH2:72][CH2:71][CH:70]([NH2:73])[CH2:69][CH2:68]1.Cl. Product: [CH3:1][C@H:2]([NH:7][C:8]([C:10]1[C:18]2[C:13](=[N:14][CH:15]=[C:16]([C:19]3[S:23][C:22]([C:24](=[O:26])[NH:73][CH:70]4[CH2:71][CH2:72][O:67][CH2:68][CH2:69]4)=[CH:21][CH:20]=3)[N:17]=2)[N:12]([CH2:27][O:28][CH2:29][CH2:30][Si:31]([CH3:32])([CH3:33])[CH3:34])[CH:11]=1)=[O:9])[C:3]([CH3:4])([CH3:5])[CH3:6]. The catalyst class is: 647. (2) Reactant: C(OC(=O)[NH:7][CH2:8][CH2:9][N:10]([CH:12]1[CH2:17][CH2:16][N:15]([CH2:18][C:19]2[CH:24]=[CH:23][C:22]([Cl:25])=[C:21]([Cl:26])[CH:20]=2)[CH2:14][CH2:13]1)[CH3:11])(C)(C)C. Product: [Cl:26][C:21]1[CH:20]=[C:19]([CH:24]=[CH:23][C:22]=1[Cl:25])[CH2:18][N:15]1[CH2:16][CH2:17][CH:12]([N:10]([CH3:11])[CH2:9][CH2:8][NH2:7])[CH2:13][CH2:14]1. The catalyst class is: 33. (3) Reactant: [CH:1]1[C:10]2[C:5](=[CH:6][CH:7]=[CH:8][CH:9]=2)[CH:4]=[CH:3][C:2]=1[CH2:11][O:12][CH:13]1[CH:18]([C:19]2[CH:24]=[CH:23][C:22]([O:25][CH2:26][CH2:27][CH2:28][O:29][CH2:30][C:31]3[CH:36]=[CH:35][CH:34]=[CH:33][C:32]=3[O:37]COCC[Si](C)(C)C)=[CH:21][CH:20]=2)[CH2:17][CH2:16][N:15]([C:46]([O-:48])=[O:47])[CH2:14]1.Cl.C(Cl)Cl. Product: [OH:37][C:32]1[CH:33]=[CH:34][CH:35]=[CH:36][C:31]=1[CH2:30][O:29][CH2:28][CH2:27][CH2:26][O:25][C:22]1[CH:23]=[CH:24][C:19]([CH:18]2[CH2:17][CH2:16][N:15]([C:46]([O:48][C:2]([CH3:11])([CH3:3])[CH3:1])=[O:47])[CH2:14][CH:13]2[O:12][CH2:11][C:2]2[CH:3]=[CH:4][C:5]3[C:10](=[CH:9][CH:8]=[CH:7][CH:6]=3)[CH:1]=2)=[CH:20][CH:21]=1. The catalyst class is: 5. (4) Reactant: [NH2:1][CH2:2][CH:3]1[CH2:8][CH2:7][CH:6]([NH:9][C:10]2[S:11][CH:12]=[C:13]([C:15]3[CH:20]=[CH:19][CH:18]=[CH:17][C:16]=3[O:21][CH3:22])[N:14]=2)[CH2:5][CH2:4]1.I[CH:24]([CH3:26])[CH3:25].C(=O)([O-])[O-].[K+].[K+].O. Product: [CH:24]([NH:1][CH2:2][CH:3]1[CH2:8][CH2:7][CH:6]([NH:9][C:10]2[S:11][CH:12]=[C:13]([C:15]3[CH:20]=[CH:19][CH:18]=[CH:17][C:16]=3[O:21][CH3:22])[N:14]=2)[CH2:5][CH2:4]1)([CH3:26])[CH3:25]. The catalyst class is: 3. (5) Reactant: [C:1]([C:5]1[CH:6]=[C:7]([CH:9]=[C:10]([I:14])[C:11]=1[O:12][CH3:13])[NH2:8])([CH3:4])([CH3:3])[CH3:2].ClC[C:17]([N:19]=C=O)=[O:18].N12CCCN=C1CCCCC2. Product: [C:1]([C:5]1[CH:6]=[C:7]([NH:8][C:17]([NH2:19])=[O:18])[CH:9]=[C:10]([I:14])[C:11]=1[O:12][CH3:13])([CH3:4])([CH3:2])[CH3:3]. The catalyst class is: 12. (6) Reactant: [C:1]([C:3]1[CH:26]=[CH:25][C:6]([CH2:7][NH:8][C:9](=[O:24])[CH:10]([C:14]2[C:19]([F:20])=[CH:18][CH:17]=[C:16]([CH:21]=O)[C:15]=2[F:23])[O:11][CH2:12][CH3:13])=[CH:5][CH:4]=1)#[N:2].[NH2:27][C:28]1[CH:33]=[CH:32][CH:31]=[CH:30][CH:29]=1.[BH4-].[Na+]. Product: [C:1]([C:3]1[CH:26]=[CH:25][C:6]([CH2:7][NH:8][C:9](=[O:24])[CH:10]([C:14]2[C:19]([F:20])=[CH:18][CH:17]=[C:16]([CH2:21][NH:27][C:28]3[CH:33]=[CH:32][CH:31]=[CH:30][CH:29]=3)[C:15]=2[F:23])[O:11][CH2:12][CH3:13])=[CH:5][CH:4]=1)#[N:2]. The catalyst class is: 14. (7) Reactant: [CH3:1][O:2][C:3]1[CH:4]=[C:5]([CH2:20][C:21]([OH:23])=O)[CH:6]=[CH:7][C:8]=1[NH:9][C:10]([NH:12][C:13]1[CH:18]=[CH:17][CH:16]=[CH:15][C:14]=1[CH3:19])=[O:11].[CH2:24]([O:26][C:27]([C:29]1[CH:34]=[CH:33][C:32]([C:35]#[C:36][CH:37]2[CH2:41][CH2:40][CH2:39][NH:38]2)=[CH:31][CH:30]=1)=[O:28])[CH3:25].C(Cl)CCl.Cl. Product: [CH3:1][O:2][C:3]1[CH:4]=[C:5]([CH2:20][C:21]([N:38]2[CH2:39][CH2:40][CH2:41][CH:37]2[C:36]#[C:35][C:32]2[CH:33]=[CH:34][C:29]([C:27]([O:26][CH2:24][CH3:25])=[O:28])=[CH:30][CH:31]=2)=[O:23])[CH:6]=[CH:7][C:8]=1[NH:9][C:10]([NH:12][C:13]1[CH:18]=[CH:17][CH:16]=[CH:15][C:14]=1[CH3:19])=[O:11]. The catalyst class is: 241.